Task: Predict which catalyst facilitates the given reaction.. Dataset: Catalyst prediction with 721,799 reactions and 888 catalyst types from USPTO (1) Product: [CH3:13][O:12][C:10](=[O:11])[CH2:9][CH2:8][C:7]([N:1]1[CH2:5][CH:4]=[CH:3][CH2:2]1)=[O:14]. The catalyst class is: 4. Reactant: [NH:1]1[CH2:5][CH:4]=[CH:3][CH2:2]1.Cl[C:7](=[O:14])[CH2:8][CH2:9][C:10]([O:12][CH3:13])=[O:11].C(N(CC)CC)C. (2) Reactant: [CH3:1][C:2]1[C:3]([C:11]2[CH:16]=[CH:15][C:14]([O:17]C)=[CH:13][CH:12]=2)=[CH:4][N:5]2[C:10]=1[CH:9]=[CH:8][CH:7]=[CH:6]2.Br. Product: [CH3:1][C:2]1[C:3]([C:11]2[CH:16]=[CH:15][C:14]([OH:17])=[CH:13][CH:12]=2)=[CH:4][N:5]2[C:10]=1[CH:9]=[CH:8][CH:7]=[CH:6]2. The catalyst class is: 15. (3) Reactant: [F:1][C:2]([F:25])([F:24])[C:3]1[CH:4]=[C:5]([CH:17]=[C:18]([C:20]([F:23])([F:22])[F:21])[CH:19]=1)[C:6]([CH:8]1[CH2:15][C:11]2[S:12][CH:13]=[CH:14][C:10]=2[C:9]1=O)=O.O.[NH2:27][NH2:28].C(O)(=O)C. Product: [F:1][C:2]([F:25])([F:24])[C:3]1[CH:4]=[C:5]([C:6]2[C:8]3[CH2:15][C:11]4[S:12][CH:13]=[CH:14][C:10]=4[C:9]=3[NH:28][N:27]=2)[CH:17]=[C:18]([C:20]([F:23])([F:22])[F:21])[CH:19]=1. The catalyst class is: 8. (4) Reactant: [N:1]([C:4]1[CH:17]=[CH:16][C:7]([C:8]([NH:10][CH2:11][C:12]([F:15])([F:14])[F:13])=[O:9])=[CH:6][CH:5]=1)=[N+:2]=[N-:3].O=[C:19]([CH2:26][CH:27]=[CH2:28])[CH2:20][C:21]([O:23]CC)=[O:22].[O-]CC.[Na+]. Product: [CH:26](/[C:19]1[N:1]([C:4]2[CH:5]=[CH:6][C:7]([C:8]([NH:10][CH2:11][C:12]([F:14])([F:13])[F:15])=[O:9])=[CH:16][CH:17]=2)[N:2]=[N:3][C:20]=1[C:21]([OH:23])=[O:22])=[CH:27]\[CH3:28]. The catalyst class is: 8. (5) Product: [CH3:8][C:5]1[CH2:6][CH2:7][CH:2]([NH:1][C:27]([NH:26][C:23]2[CH:24]=[CH:25][C:20]([F:19])=[CH:21][CH:22]=2)=[O:28])[CH2:3][CH:4]=1. Reactant: [NH2:1][CH:2]1[CH2:7][CH2:6][C:5]([CH3:8])=[CH:4][CH2:3]1.ClCCl.C(N(CC)CC)C.[F:19][C:20]1[CH:25]=[CH:24][C:23]([N:26]=[C:27]=[O:28])=[CH:22][CH:21]=1. The catalyst class is: 84.